From a dataset of Forward reaction prediction with 1.9M reactions from USPTO patents (1976-2016). Predict the product of the given reaction. (1) Given the reactants [I:1][C:2]1[CH:3]=[C:4]([CH:10]=[CH:11][CH:12]=1)[C:5](OCC)=[O:6].O.[NH2:14][NH2:15], predict the reaction product. The product is: [I:1][C:2]1[CH:3]=[C:4]([CH:10]=[CH:11][CH:12]=1)[C:5]([NH:14][NH2:15])=[O:6]. (2) Given the reactants [F:1][C:2]1[CH:7]=[C:6]([S:8]([CH3:11])(=[O:10])=[O:9])[CH:5]=[CH:4][C:3]=1[C:12]1[S:13][C:14]2[CH:20]=[CH:19][C:18]([CH:21]3[CH2:26][CH2:25][N:24](C(OC(C)(C)C)=O)[CH2:23][CH2:22]3)=[CH:17][C:15]=2[N:16]=1.[C:34]([OH:40])([C:36]([F:39])([F:38])[F:37])=[O:35], predict the reaction product. The product is: [F:37][C:36]([F:39])([F:38])[C:34]([OH:40])=[O:35].[F:1][C:2]1[CH:7]=[C:6]([S:8]([CH3:11])(=[O:9])=[O:10])[CH:5]=[CH:4][C:3]=1[C:12]1[S:13][C:14]2[CH:20]=[CH:19][C:18]([CH:21]3[CH2:26][CH2:25][NH:24][CH2:23][CH2:22]3)=[CH:17][C:15]=2[N:16]=1.